Predict the reactants needed to synthesize the given product. From a dataset of Full USPTO retrosynthesis dataset with 1.9M reactions from patents (1976-2016). Given the product [ClH:36].[CH2:1]([O:3][C:4]1[CH:5]=[C:6]([CH:30]=[CH:31][C:32]=1[O:33][CH2:34][CH3:35])[CH2:7][C:8]1[O:12][N:11]=[C:10]([C:13]2[CH:21]=[CH:20][CH:19]=[C:18]3[C:14]=2[CH2:15][CH2:16][C@H:17]3[NH2:22])[N:9]=1)[CH3:2], predict the reactants needed to synthesize it. The reactants are: [CH2:1]([O:3][C:4]1[CH:5]=[C:6]([CH:30]=[CH:31][C:32]=1[O:33][CH2:34][CH3:35])[CH2:7][C:8]1[O:12][N:11]=[C:10]([C:13]2[CH:21]=[CH:20][CH:19]=[C:18]3[C:14]=2[CH2:15][CH2:16][C@H:17]3[NH:22]C(=O)OC(C)(C)C)[N:9]=1)[CH3:2].[ClH:36].